Dataset: TCR-epitope binding with 47,182 pairs between 192 epitopes and 23,139 TCRs. Task: Binary Classification. Given a T-cell receptor sequence (or CDR3 region) and an epitope sequence, predict whether binding occurs between them. (1) The epitope is LQPFPQPELPYPQPQ. Result: 0 (the TCR does not bind to the epitope). The TCR CDR3 sequence is CASSRRLAGIQETQYF. (2) The epitope is GTITVEELK. The TCR CDR3 sequence is CASVPGLSYEQYF. Result: 0 (the TCR does not bind to the epitope). (3) The epitope is NLNESLIDL. The TCR CDR3 sequence is CASSRGTGESPLHF. Result: 1 (the TCR binds to the epitope). (4) The epitope is FLNGSCGSV. The TCR CDR3 sequence is CASTPGTGAYEQYF. Result: 0 (the TCR does not bind to the epitope). (5) The epitope is LLMPILTLT. The TCR CDR3 sequence is CASSDGTANTEAFF. Result: 0 (the TCR does not bind to the epitope).